From a dataset of Forward reaction prediction with 1.9M reactions from USPTO patents (1976-2016). Predict the product of the given reaction. Given the reactants [F:1][C:2]1[C:8]([F:9])=[C:7]([F:10])[CH:6]=[CH:5][C:3]=1[NH2:4].[N:11]([O-])=O.[Na+].[Sn](Cl)Cl, predict the reaction product. The product is: [F:1][C:2]1[C:8]([F:9])=[C:7]([F:10])[CH:6]=[CH:5][C:3]=1[NH:4][NH2:11].